From a dataset of Peptide-MHC class I binding affinity with 185,985 pairs from IEDB/IMGT. Regression. Given a peptide amino acid sequence and an MHC pseudo amino acid sequence, predict their binding affinity value. This is MHC class I binding data. (1) The binding affinity (normalized) is 0. The peptide sequence is EMWAQDAAMY. The MHC is HLA-A23:01 with pseudo-sequence HLA-A23:01. (2) The peptide sequence is SLAIKNYYRK. The MHC is HLA-A68:01 with pseudo-sequence HLA-A68:01. The binding affinity (normalized) is 0.309. (3) The peptide sequence is AGRLVRPFL. The MHC is HLA-A30:01 with pseudo-sequence HLA-A30:01. The binding affinity (normalized) is 0.489. (4) The peptide sequence is GRIPVSDIF. The MHC is HLA-A02:11 with pseudo-sequence HLA-A02:11. The binding affinity (normalized) is 0.0847. (5) The peptide sequence is HTAAPWGSY. The MHC is HLA-A11:01 with pseudo-sequence HLA-A11:01. The binding affinity (normalized) is 0.469.